From a dataset of Catalyst prediction with 721,799 reactions and 888 catalyst types from USPTO. Predict which catalyst facilitates the given reaction. Reactant: [NH2:1][C:2]1[CH:10]=[CH:9][C:5]([C:6]([OH:8])=[O:7])=[CH:4][CH:3]=1.C(N(C(C)C)C(C)C)C.Cl.[N:21]1[CH:26]=[CH:25][CH:24]=[C:23]([C:27]2[CH2:31][CH:30]([C:32](Cl)=[O:33])[O:29][N:28]=2)[CH:22]=1. Product: [N:21]1[CH:26]=[CH:25][CH:24]=[C:23]([C:27]2[CH2:31][CH:30]([C:32]([NH:1][C:2]3[CH:10]=[CH:9][C:5]([C:6]([OH:8])=[O:7])=[CH:4][CH:3]=3)=[O:33])[O:29][N:28]=2)[CH:22]=1. The catalyst class is: 2.